From a dataset of Catalyst prediction with 721,799 reactions and 888 catalyst types from USPTO. Predict which catalyst facilitates the given reaction. (1) Reactant: [NH2:1][C:2]([CH3:6])([CH3:5])[CH2:3][OH:4].[O:7]1[CH:9]([CH2:10][CH3:11])[CH2:8]1. Product: [OH:7][CH:9]([CH2:10][CH3:11])[CH2:8][NH:1][C:2]([CH3:6])([CH3:5])[CH2:3][OH:4]. The catalyst class is: 6. (2) Reactant: [F:1][C:2]1[CH:16]=[CH:15][CH:14]=[C:13]([F:17])[C:3]=1[O:4][C:5]1[CH:12]=[CH:11][C:8]([CH:9]=[O:10])=[CH:7][CH:6]=1.CC(=CC)C.P([O-])(O)(O)=[O:24].[K+].Cl([O-])=O.[Na+]. Product: [F:1][C:2]1[CH:16]=[CH:15][CH:14]=[C:13]([F:17])[C:3]=1[O:4][C:5]1[CH:12]=[CH:11][C:8]([C:9]([OH:24])=[O:10])=[CH:7][CH:6]=1. The catalyst class is: 371.